From a dataset of Reaction yield outcomes from USPTO patents with 853,638 reactions. Predict the reaction yield, written as a fraction of the theoretical maximum amount of product (1.0 means a 100% yield; for example, 0.34 means a 34% yield). (1) The reactants are [CH2:1]([O:8][C:9]1[CH:17]=[CH:16][C:12]([C:13](O)=[O:14])=[CH:11][CH:10]=1)[CH2:2][CH2:3][CH2:4][CH2:5][CH2:6][CH3:7].C(N1C=CN=C1)(N1C=CN=C1)=O.O.[NH2:31][NH2:32]. The catalyst is C1COCC1. The product is [CH2:1]([O:8][C:9]1[CH:17]=[CH:16][C:12]([C:13]([NH:31][NH2:32])=[O:14])=[CH:11][CH:10]=1)[CH2:2][CH2:3][CH2:4][CH2:5][CH2:6][CH3:7]. The yield is 0.710. (2) The reactants are [C:1]([O:5][C:6]([NH:8][C:9]1[CH:10]=[C:11]([NH:15][C:16]2[C:21]([C:22](OCC)=[O:23])=[CH:20][N:19]=[C:18]([S:27][CH3:28])[N:17]=2)[CH:12]=[CH:13][CH:14]=1)=[O:7])([CH3:4])([CH3:3])[CH3:2].[H-].[H-].[H-].[H-].[Li+].[Al+3]. The catalyst is C1COCC1. The product is [OH:23][CH2:22][C:21]1[C:16]([NH:15][C:11]2[CH:10]=[C:9]([NH:8][C:6](=[O:7])[O:5][C:1]([CH3:3])([CH3:2])[CH3:4])[CH:14]=[CH:13][CH:12]=2)=[N:17][C:18]([S:27][CH3:28])=[N:19][CH:20]=1. The yield is 0.920. (3) The reactants are Br[C:2]1[C:11]2[C:6](=[CH:7][CH:8]=[C:9]([F:12])[CH:10]=2)[CH:5]=[CH:4][C:3]=1[CH3:13].C([Li])CCC.CN(C)[CH:21]=[O:22]. The catalyst is O1CCCC1. The product is [F:12][C:9]1[CH:10]=[C:11]2[C:6]([CH:5]=[CH:4][C:3]([CH3:13])=[C:2]2[CH:21]=[O:22])=[CH:7][CH:8]=1. The yield is 0.590. (4) The reactants are [F:1][C:2]1[C:7]([O:8][CH3:9])=[CH:6][CH:5]=[CH:4][C:3]=1[CH:10]([CH:13]1C(=O)OC(C)(C)[O:15][C:14]1=[O:22])[CH2:11][CH3:12].CN(C=O)C.O. The catalyst is CCOCC. The product is [F:1][C:2]1[C:7]([O:8][CH3:9])=[CH:6][CH:5]=[CH:4][C:3]=1[CH:10]([CH2:11][CH3:12])[CH2:13][C:14]([OH:22])=[O:15]. The yield is 0.913. (5) The reactants are [Cl:1][C:2]1[CH:7]=[CH:6][CH:5]=[CH:4][C:3]=1[CH2:8][C:9]([OH:11])=O.[CH3:12][O:13][NH:14][CH3:15].CCN=C=NCCCN(C)C.C1C=CC2N(O)N=NC=2C=1.CN1CCOCC1. The catalyst is C(Cl)Cl.CO. The product is [Cl:1][C:2]1[CH:7]=[CH:6][CH:5]=[CH:4][C:3]=1[CH2:8][C:9]([N:14]([O:13][CH3:12])[CH3:15])=[O:11]. The yield is 0.560. (6) The reactants are Br[CH2:2][CH2:3][CH2:4][CH2:5][CH2:6][CH2:7][CH2:8][CH2:9][CH2:10][OH:11].[CH3:12][CH:13]([CH3:19])[CH2:14][CH2:15][CH2:16][CH2:17]Br. No catalyst specified. The product is [CH3:12][CH:13]([CH3:19])[CH2:14][CH2:15][CH2:16][CH2:17][CH2:2][CH2:3][CH2:4][CH2:5][CH2:6][CH2:7][CH2:8][CH2:9][CH2:10][OH:11]. The yield is 0.550. (7) The yield is 0.770. The product is [OH:8][C:9]1[CH:10]=[CH:11][C:12]([CH2:15][CH2:16][C:17](=[O:22])[CH2:18][C:19](=[O:21])[CH3:20])=[CH:13][CH:14]=1. The catalyst is [Pd].ClCCl. The reactants are C([O:8][C:9]1[CH:14]=[CH:13][C:12]([CH2:15][CH2:16][C:17](=[O:22])[CH2:18][C:19](=[O:21])[CH3:20])=[CH:11][CH:10]=1)C1C=CC=CC=1.[H][H]. (8) The reactants are Cl[C:2]1[N:7]=[CH:6][N:5]=[C:4]([NH:8][C:9]2[CH:14]=[CH:13][CH:12]=[C:11]([Br:15])[CH:10]=2)[CH:3]=1.[C:16]1([NH2:23])[CH:21]=[CH:20][CH:19]=[C:18]([NH2:22])[CH:17]=1. The catalyst is CCCCO. The product is [Br:15][C:11]1[CH:10]=[C:9]([NH:8][C:4]2[N:5]=[CH:6][N:7]=[C:2]([NH:22][C:18]3[CH:17]=[C:16]([NH2:23])[CH:21]=[CH:20][CH:19]=3)[CH:3]=2)[CH:14]=[CH:13][CH:12]=1. The yield is 0.650. (9) The reactants are [C:1]1([C:7]2[CH:8]=[N:9][C:10]([N:13]3[CH2:18][CH2:17][CH:16]([C:19]4[C:28]([CH:29]([F:40])[C:30]5[CH:35]=[CH:34][C:33]([C:36]([F:39])([F:38])[F:37])=[CH:32][CH:31]=5)=[C:27]([CH:41]5[CH2:46][CH2:45][C:44]([F:48])([F:47])[CH2:43][CH2:42]5)[C:26]5[CH:25]([O:49]CC6C=CC(OC)=CC=6)[CH2:24][C:23]([CH3:60])([CH3:59])[CH2:22][C:21]=5[N:20]=4)[CH2:15][CH2:14]3)=[N:11][CH:12]=2)[CH2:6][CH2:5][CH2:4][CH2:3][CH:2]=1.Cl.C(=O)([O-])O.[Na+]. The yield is 0.670. The product is [C:1]1([C:7]2[CH:12]=[N:11][C:10]([N:13]3[CH2:18][CH2:17][CH:16]([C:19]4[C:28]([CH:29]([F:40])[C:30]5[CH:35]=[CH:34][C:33]([C:36]([F:37])([F:38])[F:39])=[CH:32][CH:31]=5)=[C:27]([CH:41]5[CH2:46][CH2:45][C:44]([F:47])([F:48])[CH2:43][CH2:42]5)[C:26]5[CH:25]([OH:49])[CH2:24][C:23]([CH3:60])([CH3:59])[CH2:22][C:21]=5[N:20]=4)[CH2:15][CH2:14]3)=[N:9][CH:8]=2)[CH2:6][CH2:5][CH2:4][CH2:3][CH:2]=1. The catalyst is O1CCOCC1.